Task: Predict the reactants needed to synthesize the given product.. Dataset: Full USPTO retrosynthesis dataset with 1.9M reactions from patents (1976-2016) (1) Given the product [CH3:14][O:15][CH2:16][O:10][C:7]1[CH:8]=[CH:9][C:4]([NH2:3])=[C:5]([N+:11]([O-:13])=[O:12])[CH:6]=1, predict the reactants needed to synthesize it. The reactants are: [H-].[Na+].[NH2:3][C:4]1[CH:9]=[CH:8][C:7]([OH:10])=[CH:6][C:5]=1[N+:11]([O-:13])=[O:12].[CH3:14][O:15][CH2:16]Cl. (2) Given the product [Br:1][C:2]1[CH:3]=[CH:4][C:5]([F:17])=[C:6]2[C:11]=1[N:10]=[C:9]([CH2:12][OH:13])[CH:8]=[CH:7]2, predict the reactants needed to synthesize it. The reactants are: [Br:1][C:2]1[CH:3]=[CH:4][C:5]([F:17])=[C:6]2[C:11]=1[N:10]=[C:9]([C:12](OCC)=[O:13])[CH:8]=[CH:7]2.CC(C[AlH]CC(C)C)C. (3) Given the product [CH:14]1([C:12]([C:6]2[CH:7]=[N:8][C:9]3[C:4]([C:5]=2[NH:17][CH:18]2[CH2:19][CH2:20][CH:21]([N:24]([CH2:25][CH3:26])[CH2:27][CH3:28])[CH2:22][CH2:23]2)=[CH:3][C:2]([C:35]2[CH:34]=[CH:33][C:32]([OH:46])=[C:31]([O:30][CH3:29])[CH:36]=2)=[CH:11][CH:10]=3)=[O:13])[CH2:16][CH2:15]1, predict the reactants needed to synthesize it. The reactants are: Br[C:2]1[CH:3]=[C:4]2[C:9](=[CH:10][CH:11]=1)[N:8]=[CH:7][C:6]([C:12]([CH:14]1[CH2:16][CH2:15]1)=[O:13])=[C:5]2[NH:17][CH:18]1[CH2:23][CH2:22][CH:21]([N:24]([CH2:27][CH3:28])[CH2:25][CH3:26])[CH2:20][CH2:19]1.[CH3:29][O:30][C:31]1[CH:36]=[C:35](B2OC(C)(C)C(C)(C)O2)[CH:34]=[CH:33][C:32]=1[OH:46]. (4) Given the product [CH3:21][O:1][CH:2]([C:7]1[CH:16]=[CH:15][C:14]2[C:9](=[CH:10][CH:11]=[CH:12][CH:13]=2)[CH:8]=1)[C:3]([O:5][CH3:6])=[O:4], predict the reactants needed to synthesize it. The reactants are: [OH:1][CH:2]([C:7]1[CH:16]=[CH:15][C:14]2[C:9](=[CH:10][CH:11]=[CH:12][CH:13]=2)[CH:8]=1)[C:3]([O:5][CH3:6])=[O:4].[H-].[Na+].CI.[C:21](OCC)(=O)C. (5) The reactants are: [Br:1][C:2]1[CH:3]=[C:4]([C:6]([CH3:9])=[CH:7][CH:8]=1)[NH2:5].[C:10](Cl)(=[O:12])[CH3:11]. Given the product [Br:1][C:2]1[CH:8]=[CH:7][C:6]([CH3:9])=[C:4]([NH:5][C:10](=[O:12])[CH3:11])[CH:3]=1, predict the reactants needed to synthesize it.